Predict which catalyst facilitates the given reaction. From a dataset of Catalyst prediction with 721,799 reactions and 888 catalyst types from USPTO. (1) Reactant: [CH:1]1([NH2:9])[CH2:8][CH2:7][CH2:6][CH2:5][CH2:4][CH2:3][CH2:2]1.Cl[C:11](OC1C=CC([N+]([O-])=O)=CC=1)=[O:12].C(N(C(C)C)CC)(C)C.[Cl:32][C:33]1[CH:42]=[C:41]2[C:36]([C:37]([N:43]3[CH2:48][CH2:47][NH:46][CH2:45][CH2:44]3)=[CH:38][CH:39]=[N:40]2)=[CH:35][CH:34]=1. Product: [Cl:32][C:33]1[CH:42]=[C:41]2[C:36]([C:37]([N:43]3[CH2:48][CH2:47][N:46]([C:11]([NH:9][CH:1]4[CH2:8][CH2:7][CH2:6][CH2:5][CH2:4][CH2:3][CH2:2]4)=[O:12])[CH2:45][CH2:44]3)=[CH:38][CH:39]=[N:40]2)=[CH:35][CH:34]=1. The catalyst class is: 61. (2) Reactant: [CH:1]([NH:4][C:5]([C@@H:7]1[C@H:11]([CH2:12][C:13]2[CH:18]=[CH:17][CH:16]=[CH:15][CH:14]=2)[CH2:10][N:9]([CH2:19][C:20]2[CH:25]=[CH:24][CH:23]=[CH:22][CH:21]=2)[CH2:8]1)=O)([CH3:3])[CH3:2]. Product: [CH2:19]([N:9]1[CH2:10][C@@H:11]([CH2:12][C:13]2[CH:14]=[CH:15][CH:16]=[CH:17][CH:18]=2)[C@@H:7]([CH2:5][NH:4][CH:1]([CH3:3])[CH3:2])[CH2:8]1)[C:20]1[CH:21]=[CH:22][CH:23]=[CH:24][CH:25]=1. The catalyst class is: 1. (3) Product: [Cl:1][C:2]1[CH:7]=[C:6]([Cl:8])[CH:5]=[CH:4][C:3]=1[C@@H:9]1[CH2:14][C@H:13]([C:15]2[O:19][NH:18][C:17](=[O:20])[CH:16]=2)[CH2:12][CH2:11][N:10]1[C:21]([O:23][CH3:24])=[O:22]. Reactant: [Cl:1][C:2]1[CH:7]=[C:6]([Cl:8])[CH:5]=[CH:4][C:3]=1[CH:9]1[CH2:14][CH:13]([C:15]2[O:19][NH:18][C:17](=[O:20])[CH:16]=2)[CH2:12][CH2:11][N:10]1[C:21]([O:23][CH3:24])=[O:22]. The catalyst class is: 10.